Dataset: Forward reaction prediction with 1.9M reactions from USPTO patents (1976-2016). Task: Predict the product of the given reaction. (1) Given the reactants [CH2:1]([O:3][C@@H:4]1[C@@H:9]([O:10][CH3:11])[C@H:8]([CH3:12])[O:7][CH:6]([OH:13])[C@@H:5]1[O:14][CH3:15])[CH3:2].[N:16]([C:19]1[CH:24]=[CH:23][C:22]([B:25]2[O:29][C:28]([CH3:31])([CH3:30])[C:27]([CH3:33])([CH3:32])[O:26]2)=[CH:21][CH:20]=1)=[C:17]=[O:18].C([O-])([O-])=O.[Cs+].[Cs+], predict the reaction product. The product is: [CH3:30][C:28]1([CH3:31])[C:27]([CH3:32])([CH3:33])[O:26][B:25]([C:22]2[CH:23]=[CH:24][C:19]([NH:16][C:17](=[O:18])[O:13][C@H:6]3[C@H:5]([O:14][CH3:15])[C@H:4]([O:3][CH2:1][CH3:2])[C@@H:9]([O:10][CH3:11])[C@H:8]([CH3:12])[O:7]3)=[CH:20][CH:21]=2)[O:29]1. (2) Given the reactants [CH2:1]([C@@:4]1([CH3:30])[CH2:9][C@H:8]([C:10]2[CH:15]=[CH:14][CH:13]=[C:12]([Cl:16])[CH:11]=2)[C@@H:7]([C:17]2[CH:22]=[CH:21][C:20]([Cl:23])=[CH:19][CH:18]=2)[N:6]([C@@H:24]([CH2:27][CH3:28])[CH2:25]O)[C:5]1=[O:29])[CH:2]=[CH2:3].[CH:31]1([S:35]([NH2:38])(=[O:37])=[O:36])[CH2:34][CH2:33][CH2:32]1, predict the reaction product. The product is: [CH2:1]([C@@:4]1([CH3:30])[CH2:9][C@H:8]([C:10]2[CH:15]=[CH:14][CH:13]=[C:12]([Cl:16])[CH:11]=2)[C@@H:7]([C:17]2[CH:22]=[CH:21][C:20]([Cl:23])=[CH:19][CH:18]=2)[N:6]([C@@H:24]([CH2:27][CH3:28])[CH2:25][NH:38][S:35]([CH:31]2[CH2:34][CH2:33][CH2:32]2)(=[O:37])=[O:36])[C:5]1=[O:29])[CH:2]=[CH2:3]. (3) Given the reactants [N:1]1[CH:2]=[CH:3][N:4]2[CH:9]=[CH:8][CH:7]=[C:6]([CH2:10][CH:11]3[C:19]4[C:14](=[CH:15][CH:16]=[CH:17][CH:18]=4)[C:13](=[O:20])[O:12]3)[C:5]=12.C([BH-](CC)CC)C.[Li+], predict the reaction product. The product is: [N:1]1[CH:2]=[CH:3][N:4]2[CH:9]=[CH:8][CH:7]=[C:6]([CH2:10][CH:11]3[C:19]4[C:14](=[CH:15][CH:16]=[CH:17][CH:18]=4)[CH:13]([OH:20])[O:12]3)[C:5]=12. (4) Given the reactants [Br:1][C:2]1[CH:3]=[CH:4][C:5]2[O:9][CH:8](O)[C:7]([CH3:12])([CH3:11])[C:6]=2[CH:13]=1.C([SiH](CC)CC)C.C(O)(C(F)(F)F)=O.C(Cl)Cl, predict the reaction product. The product is: [Br:1][C:2]1[CH:3]=[CH:4][C:5]2[O:9][CH2:8][C:7]([CH3:11])([CH3:12])[C:6]=2[CH:13]=1. (5) Given the reactants Cl[CH2:2][C:3]1[S:7][C:6]([NH:8][C:9](=[O:11])[CH3:10])=[N:5][CH:4]=1.[CH2:12]([CH:20]1[CH2:25][CH2:24][NH:23][CH2:22][CH2:21]1)[CH2:13][C:14]1[CH:19]=[CH:18][CH:17]=[CH:16][CH:15]=1, predict the reaction product. The product is: [CH2:12]([CH:20]1[CH2:21][CH2:22][N:23]([CH2:2][C:3]2[S:7][C:6]([NH:8][C:9](=[O:11])[CH3:10])=[N:5][CH:4]=2)[CH2:24][CH2:25]1)[CH2:13][C:14]1[CH:19]=[CH:18][CH:17]=[CH:16][CH:15]=1. (6) Given the reactants [CH3:1][CH:2]1[C:10]2[CH:9]=[C:8]3[O:11][CH2:12][O:13][C:7]3=[CH:6][C:5]=2[C:4](=[O:14])[N:3]1[CH2:15][CH2:16][CH:17]1[CH2:22][CH2:21][N:20]([C:23]([O:25][C:26]([CH3:29])([CH3:28])[CH3:27])=[O:24])[CH2:19][CH2:18]1.O1CCC[CH2:31]1.C([N-]C(C)C)(C)C.[Li+].IC, predict the reaction product. The product is: [CH3:1][C:2]1([CH3:31])[C:10]2[CH:9]=[C:8]3[O:11][CH2:12][O:13][C:7]3=[CH:6][C:5]=2[C:4](=[O:14])[N:3]1[CH2:15][CH2:16][CH:17]1[CH2:22][CH2:21][N:20]([C:23]([O:25][C:26]([CH3:28])([CH3:27])[CH3:29])=[O:24])[CH2:19][CH2:18]1. (7) Given the reactants [N:1]1[N:2]([C:10]2[N:20]=[CH:19][CH:18]=[CH:17][C:11]=2[C:12]([O:14]CC)=[O:13])[CH:3]=[C:4]2[C:9]=1[CH:8]=[CH:7][CH:6]=[CH:5]2.[OH-].[Na+], predict the reaction product. The product is: [N:1]1[N:2]([C:10]2[N:20]=[CH:19][CH:18]=[CH:17][C:11]=2[C:12]([OH:14])=[O:13])[CH:3]=[C:4]2[C:9]=1[CH:8]=[CH:7][CH:6]=[CH:5]2.